Dataset: Full USPTO retrosynthesis dataset with 1.9M reactions from patents (1976-2016). Task: Predict the reactants needed to synthesize the given product. (1) Given the product [Cl:42][C:41]1[CH:40]=[CH:39][CH:38]=[C:37]([Cl:43])[C:36]=1[C:29]1[C:28]([CH2:27][O:1][C:2]2[CH:3]=[CH:4][C:5]([C:8]3[CH:17]=[C:16]4[C:11]([C:12]([C:22]([O:24][CH3:25])=[O:23])=[CH:13][C:14]([C:18]([O:20][CH3:21])=[O:19])=[N:15]4)=[CH:10][CH:9]=3)=[CH:6][CH:7]=2)=[C:32]([CH:33]([CH3:35])[CH3:34])[O:31][N:30]=1, predict the reactants needed to synthesize it. The reactants are: [OH:1][C:2]1[CH:7]=[CH:6][C:5]([C:8]2[CH:17]=[C:16]3[C:11]([C:12]([C:22]([O:24][CH3:25])=[O:23])=[CH:13][C:14]([C:18]([O:20][CH3:21])=[O:19])=[N:15]3)=[CH:10][CH:9]=2)=[CH:4][CH:3]=1.Cl[CH2:27][C:28]1[C:29]([C:36]2[C:41]([Cl:42])=[CH:40][CH:39]=[CH:38][C:37]=2[Cl:43])=[N:30][O:31][C:32]=1[CH:33]([CH3:35])[CH3:34].C([O-])([O-])=O.[K+].[K+].CCOC(C)=O. (2) Given the product [CH3:8][CH:9]([CH3:32])[CH2:10][CH2:11][O:12][C:13]1[CH:14]=[CH:15][C:16]([N:19]([S:28]([CH3:31])(=[O:30])=[O:29])[CH2:20][C:21]([OH:23])=[O:22])=[CH:17][CH:18]=1, predict the reactants needed to synthesize it. The reactants are: FC(F)(F)C(O)=O.[CH3:8][CH:9]([CH3:32])[CH2:10][CH2:11][O:12][C:13]1[CH:18]=[CH:17][C:16]([N:19]([S:28]([CH3:31])(=[O:30])=[O:29])[CH2:20][C:21]([O:23]C(C)(C)C)=[O:22])=[CH:15][CH:14]=1. (3) Given the product [Cl:1][C:2]1[CH:3]=[C:4]([CH2:17][N:18]2[C:22]([CH3:23])=[CH:21][C:20]([NH:24][C:26](=[O:27])[O:28][CH2:29][CH:30]([CH3:32])[CH3:31])=[N:19]2)[C:5]2[O:9][C:8]([C:10]3[CH:11]=[CH:12][CH:13]=[CH:14][CH:15]=3)=[CH:7][C:6]=2[CH:16]=1, predict the reactants needed to synthesize it. The reactants are: [Cl:1][C:2]1[CH:3]=[C:4]([CH2:17][N:18]2[C:22]([CH3:23])=[CH:21][C:20]([NH2:24])=[N:19]2)[C:5]2[O:9][C:8]([C:10]3[CH:15]=[CH:14][CH:13]=[CH:12][CH:11]=3)=[CH:7][C:6]=2[CH:16]=1.Cl[C:26]([O:28][CH2:29][CH:30]([CH3:32])[CH3:31])=[O:27]. (4) Given the product [Br:1][C:2]1[CH:3]=[C:4]([NH:8][C:9]2[CH:14]=[CH:13][CH:12]=[CH:11][C:10]=2[NH:15][C:31](=[O:38])[C:32]2[CH:37]=[CH:36][CH:35]=[CH:34][CH:33]=2)[CH:5]=[CH:6][CH:7]=1, predict the reactants needed to synthesize it. The reactants are: [Br:1][C:2]1[CH:3]=[C:4]([NH:8][C:9]2[CH:14]=[CH:13][CH:12]=[CH:11][C:10]=2[N+:15]([O-])=O)[CH:5]=[CH:6][CH:7]=1.S(S([O-])=O)([O-])=O.[Na+].[Na+].C(=O)([O-])O.[Na+].[C:31](Cl)(=[O:38])[C:32]1[CH:37]=[CH:36][CH:35]=[CH:34][CH:33]=1.